From a dataset of Peptide-MHC class I binding affinity with 185,985 pairs from IEDB/IMGT. Regression. Given a peptide amino acid sequence and an MHC pseudo amino acid sequence, predict their binding affinity value. This is MHC class I binding data. (1) The peptide sequence is MGHPKNAYL. The MHC is HLA-B15:01 with pseudo-sequence HLA-B15:01. The binding affinity (normalized) is 0.0847. (2) The peptide sequence is NTDAFSREY. The binding affinity (normalized) is 0.0847. The MHC is HLA-B08:02 with pseudo-sequence HLA-B08:02. (3) The peptide sequence is YTFEPHYFY. The MHC is HLA-A68:23 with pseudo-sequence HLA-A68:23. The binding affinity (normalized) is 1.00. (4) The binding affinity (normalized) is 0.744. The MHC is HLA-B08:01 with pseudo-sequence HLA-B08:01. The peptide sequence is SLKHRQYVF.